Predict the reaction yield, written as a fraction of the theoretical maximum amount of product (1.0 means a 100% yield; for example, 0.34 means a 34% yield). From a dataset of Reaction yield outcomes from USPTO patents with 853,638 reactions. (1) The yield is 0.610. The catalyst is CN(C)C=O.C1(C)C=CC=CC=1.CO.O.C(OCC)(=O)C. The reactants are [C:1]([O:4][CH2:5][C:6]1[N:7]([CH2:14][C:15]2[CH:20]=[CH:19][N:18]=[CH:17][CH:16]=2)[CH:8]=[C:9]([CH:11]([CH3:13])[CH3:12])[N:10]=1)(=[O:3])[NH2:2].[Cl:21][C:22]1[CH:23]=[C:24]([S:29]Cl)[CH:25]=[C:26]([Cl:28])[CH:27]=1.C(N(CC)CC)C.C(=O)([O-])O.[Na+]. The product is [C:1]([O:4][CH2:5][C:6]1[N:7]([CH2:14][C:15]2[CH:20]=[CH:19][N:18]=[CH:17][CH:16]=2)[C:8]([S:29][C:24]2[CH:25]=[C:26]([Cl:28])[CH:27]=[C:22]([Cl:21])[CH:23]=2)=[C:9]([CH:11]([CH3:13])[CH3:12])[N:10]=1)(=[O:3])[NH2:2]. (2) The reactants are [CH3:1][C:2]1([CH3:16])[C:14](=[O:15])[C:13]2[C:12]3[C:7](=[CH:8][CH:9]=[CH:10][CH:11]=3)[NH:6][C:5]=2[CH2:4][CH2:3]1.[H-].[Na+].[CH3:19][O:20][C:21](=[O:30])[C:22]1[CH:27]=[CH:26][C:25]([CH2:28]Br)=[CH:24][CH:23]=1. The catalyst is CN(C=O)C. The product is [CH3:1][C:2]1([CH3:16])[C:14](=[O:15])[C:13]2[C:12]3[C:7](=[CH:8][CH:9]=[CH:10][CH:11]=3)[N:6]([CH2:28][C:25]3[CH:26]=[CH:27][C:22]([C:21]([O:20][CH3:19])=[O:30])=[CH:23][CH:24]=3)[C:5]=2[CH2:4][CH2:3]1. The yield is 0.230. (3) The reactants are [CH:1]1(N=C=NC2CCCCC2)CCCCC1.C(Cl)Cl.[O:19]=[C:20]1[CH2:23][CH:22]([C:24]([OH:26])=[O:25])[CH2:21]1.CO. The catalyst is CN(C)C1C=CN=CC=1. The product is [O:19]=[C:20]1[CH2:23][CH:22]([C:24]([O:26][CH3:1])=[O:25])[CH2:21]1. The yield is 0.806. (4) The reactants are [OH-].[Na+].[C:3]([C:7]1[N:11]([C:12]2[CH:17]=[CH:16][C:15]([Cl:18])=[C:14]([C:19]([F:22])([F:21])[F:20])[CH:13]=2)[N:10]=[CH:9][C:8]=1[C:23]([O:25]CC)=[O:24])([CH3:6])([CH3:5])[CH3:4]. The catalyst is CO. The product is [C:3]([C:7]1[N:11]([C:12]2[CH:17]=[CH:16][C:15]([Cl:18])=[C:14]([C:19]([F:20])([F:22])[F:21])[CH:13]=2)[N:10]=[CH:9][C:8]=1[C:23]([OH:25])=[O:24])([CH3:6])([CH3:4])[CH3:5]. The yield is 0.830. (5) The reactants are Cl[C:2]1[N:7]=[C:6]([C:8]([N:10]2[CH2:15][CH2:14][CH:13]([N:16]3[CH2:20][CH2:19][CH2:18][CH2:17]3)[CH2:12][CH2:11]2)=[O:9])[C:5]([CH3:21])=[CH:4][C:3]=1[C:22]1[CH:27]=[CH:26][CH:25]=[C:24]([C:28]([F:31])([F:30])[F:29])[CH:23]=1.[CH3:32][O-:33].[Na+]. The catalyst is CO. The product is [CH3:32][O:33][C:2]1[N:7]=[C:6]([C:8]([N:10]2[CH2:15][CH2:14][CH:13]([N:16]3[CH2:20][CH2:19][CH2:18][CH2:17]3)[CH2:12][CH2:11]2)=[O:9])[C:5]([CH3:21])=[CH:4][C:3]=1[C:22]1[CH:27]=[CH:26][CH:25]=[C:24]([C:28]([F:31])([F:30])[F:29])[CH:23]=1. The yield is 0.760. (6) The reactants are [O:1]=[C:2](Cl)OC(Cl)(Cl)Cl.C1(C)C=CC=CC=1.O1CCCC1.[F:21][C:22]1[CH:27]=[C:26]([I:28])[CH:25]=[CH:24][C:23]=1[NH:29][C:30](=[O:56])[C@@H:31]([NH:37][C:38](=[O:55])[C@H:39]([NH2:54])[C:40]1[CH:45]=[CH:44][C:43]([O:46][CH2:47][CH2:48][O:49][C:50]([CH3:53])([CH3:52])[CH3:51])=[CH:42][CH:41]=1)[CH2:32][C:33]([CH3:36])([CH3:35])[CH3:34].C(N(CC)C(C)C)(C)C. The catalyst is O1CCCC1.O. The product is [F:21][C:22]1[CH:27]=[C:26]([I:28])[CH:25]=[CH:24][C:23]=1[NH:29][C:30](=[O:56])[C@@H:31]([N:37]1[C:38](=[O:55])[C@@H:39]([C:40]2[CH:41]=[CH:42][C:43]([O:46][CH2:47][CH2:48][O:49][C:50]([CH3:53])([CH3:52])[CH3:51])=[CH:44][CH:45]=2)[NH:54][C:2]1=[O:1])[CH2:32][C:33]([CH3:36])([CH3:35])[CH3:34]. The yield is 0.950.